Predict the reaction yield, written as a fraction of the theoretical maximum amount of product (1.0 means a 100% yield; for example, 0.34 means a 34% yield). From a dataset of Reaction yield outcomes from USPTO patents with 853,638 reactions. The reactants are [CH3:1][S:2]([CH2:5][CH2:6][CH2:7][C:8](Cl)=[O:9])(=[O:4])=[O:3].[C:11]([O:15][C:16](=[O:44])[NH:17][C:18]([C:20]1[S:21][C:22]([S:42][CH3:43])=[C:23]([S:25]([C:28]2[CH:29]=[C:30]([C:34]3[C:39]([CH3:40])=[CH:38][CH:37]=[CH:36][C:35]=3[NH2:41])[CH:31]=[CH:32][CH:33]=2)(=[O:27])=[O:26])[CH:24]=1)=[NH:19])([CH3:14])([CH3:13])[CH3:12].C(N(CC)CC)C. The catalyst is ClCCl. The product is [C:11]([O:15][C:16](=[O:44])[NH:17][C:18](=[NH:19])[C:20]1[S:21][C:22]([S:42][CH3:43])=[C:23]([S:25]([C:28]2[CH:29]=[C:30]([C:34]3[C:39]([CH3:40])=[CH:38][CH:37]=[CH:36][C:35]=3[NH:41][C:8](=[O:9])[CH2:7][CH2:6][CH2:5][S:2]([CH3:1])(=[O:4])=[O:3])[CH:31]=[CH:32][CH:33]=2)(=[O:26])=[O:27])[CH:24]=1)([CH3:12])([CH3:14])[CH3:13]. The yield is 0.780.